This data is from CYP2C9 inhibition data for predicting drug metabolism from PubChem BioAssay. The task is: Regression/Classification. Given a drug SMILES string, predict its absorption, distribution, metabolism, or excretion properties. Task type varies by dataset: regression for continuous measurements (e.g., permeability, clearance, half-life) or binary classification for categorical outcomes (e.g., BBB penetration, CYP inhibition). Dataset: cyp2c9_veith. (1) The compound is O=[N+]([O-])c1ccc2nc(N3CCNCC3)ccc2c1. The result is 0 (non-inhibitor). (2) The molecule is CN1C2C=C3C(C#N)=C(N)C(C#N)(C#N)[C@H](c4c(F)cccc4F)[C@H]3C1CC2. The result is 1 (inhibitor). (3) The drug is C=C(CC1(C(C)NP(=O)(c2ccccc2)c2ccccc2)CC1)c1ccccc1. The result is 1 (inhibitor). (4) The drug is COc1ccc(C2N(c3ccccn3)C(=O)C3CCCN32)c(OC)c1. The result is 0 (non-inhibitor). (5) The molecule is CC[C@H](C)[C@@H]1CN[C@H](C(=O)O)[C@H]1CC(=O)O. The result is 0 (non-inhibitor). (6) The compound is c1cc(-c2sc(-c3ccncc3)c(-c3ccncc3)c2-c2ccncc2)ccn1. The result is 1 (inhibitor). (7) The molecule is CN(C)CCn1c(CO)nc2c1c(=O)n(C)c(=O)n2C. The result is 0 (non-inhibitor). (8) The drug is Cc1cc(NC(=O)COC(=O)c2ccc(NS(=O)(=O)c3ccc(C)c(C)c3)cc2)no1. The result is 1 (inhibitor). (9) The drug is Cc1ccccc1OCCCN1CCCC1. The result is 0 (non-inhibitor).